This data is from Forward reaction prediction with 1.9M reactions from USPTO patents (1976-2016). The task is: Predict the product of the given reaction. (1) Given the reactants C(OC(=O)[NH:10][C:11]1[CH:16]=[CH:15][C:14]([CH2:17][CH2:18][F:19])=[C:13]([C:20]([F:23])([F:22])[F:21])[CH:12]=1)C1C=CC=CC=1, predict the reaction product. The product is: [F:19][CH2:18][CH2:17][C:14]1[CH:15]=[CH:16][C:11]([NH2:10])=[CH:12][C:13]=1[C:20]([F:21])([F:22])[F:23]. (2) Given the reactants [Br:1][C:2]1[CH:7]=[C:6]([CH3:8])[C:5]([OH:9])=[C:4]([Cl:10])[CH:3]=1.[CH3:11][CH:12]([Si:14](Cl)([CH:18]([CH3:20])[CH3:19])[CH:15]([CH3:17])[CH3:16])[CH3:13].N1C=CN=C1, predict the reaction product. The product is: [Br:1][C:2]1[CH:7]=[C:6]([CH3:8])[C:5]([O:9][Si:14]([CH:18]([CH3:20])[CH3:19])([CH:15]([CH3:17])[CH3:16])[CH:12]([CH3:13])[CH3:11])=[C:4]([Cl:10])[CH:3]=1. (3) Given the reactants [S:1]1[CH:5]=[CH:4][C:3]2[CH:6]=[CH:7][C:8]([NH2:10])=[CH:9][C:2]1=2.Br[CH2:12][C:13]1[CH:23]=[CH:22][C:21]([N+:24]([O-:26])=[O:25])=[CH:20][C:14]=1[C:15](OCC)=[O:16].C(N(CC)C(C)C)(C)C, predict the reaction product. The product is: [S:1]1[CH:5]=[CH:4][C:3]2[CH:6]=[CH:7][C:8]([N:10]3[CH2:12][C:13]4[C:14](=[CH:20][C:21]([N+:24]([O-:26])=[O:25])=[CH:22][CH:23]=4)[C:15]3=[O:16])=[CH:9][C:2]1=2. (4) Given the reactants C(OC(=O)[NH:7][C@H:8]([C:14]([N:16]1[CH2:20]C[CH:18]([F:21])[CH2:17]1)=[O:15])[CH2:9][CH2:10][CH2:11][CH2:12][NH2:13])(C)(C)C.[CH3:23][C:24]1[C:25]([C:35]([Cl:37])=[O:36])=[N:26][N:27]([C:29]2[CH:34]=[CH:33][CH:32]=[CH:31][CH:30]=2)[N:28]=1, predict the reaction product. The product is: [ClH:37].[NH2:7][C@H:8]([C:14]([N:16]1[CH2:17][CH:18]([F:21])[CH2:20]1)=[O:15])[CH2:9][CH2:10][CH2:11][CH2:12][NH:13][C:35]([C:25]1[C:24]([CH3:23])=[N:28][N:27]([C:29]2[CH:34]=[CH:33][CH:32]=[CH:31][CH:30]=2)[N:26]=1)=[O:36]. (5) Given the reactants [NH2:1][C:2]1([C:6]2[CH:11]=[CH:10][C:9]([C:12]3[N:13]=[C:14]4[CH:19]=[C:18]([OH:20])[CH:17]=[CH:16][N:15]4[C:21]=3[C:22]3[CH:27]=[CH:26][CH:25]=[CH:24][CH:23]=3)=[CH:8][CH:7]=2)[CH2:5][CH2:4][CH2:3]1.Br[CH2:29][C:30]([O:32][CH3:33])=[O:31].C([O-])([O-])=O.[Cs+].[Cs+].O, predict the reaction product. The product is: [CH3:33][O:32][C:30](=[O:31])[CH2:29][O:20][C:18]1[CH:17]=[CH:16][N:15]2[C:21]([C:22]3[CH:27]=[CH:26][CH:25]=[CH:24][CH:23]=3)=[C:12]([C:9]3[CH:8]=[CH:7][C:6]([C:2]4([NH2:1])[CH2:3][CH2:4][CH2:5]4)=[CH:11][CH:10]=3)[N:13]=[C:14]2[CH:19]=1. (6) Given the reactants [CH3:1][C:2]1[N:3]([C:12]2[CH:17]=[C:16]([NH:18][C:19]3[N:24]=[C:23]([C:25]([F:28])([F:27])[F:26])[CH:22]=[CH:21][N:20]=3)[CH:15]=[C:14]([CH3:29])[CH:13]=2)[CH:4]=[C:5]([C:7]([O:9]CC)=[O:8])[N:6]=1.[OH-].[Na+].Cl, predict the reaction product. The product is: [CH3:1][C:2]1[N:3]([C:12]2[CH:17]=[C:16]([NH:18][C:19]3[N:24]=[C:23]([C:25]([F:28])([F:26])[F:27])[CH:22]=[CH:21][N:20]=3)[CH:15]=[C:14]([CH3:29])[CH:13]=2)[CH:4]=[C:5]([C:7]([OH:9])=[O:8])[N:6]=1. (7) Given the reactants CC1N=C(N2C(=O)NN=C2)SC=1C(OCC)=O.[C:18]([C:21]1[S:25][C:24]([N:26]2[CH2:30][CH2:29][NH:28][C:27]2=[O:31])=[N:23][C:22]=1[CH3:32])(=[O:20])[CH3:19].Br[CH2:34][CH2:35][CH2:36][C:37]([F:40])([F:39])[F:38], predict the reaction product. The product is: [C:18]([C:21]1[S:25][C:24]([N:26]2[CH2:30][CH2:29][N:28]([CH2:34][CH2:35][CH2:36][C:37]([F:40])([F:39])[F:38])[C:27]2=[O:31])=[N:23][C:22]=1[CH3:32])(=[O:20])[CH3:19]. (8) The product is: [Cl:23][C:22]1[C:10]([CH2:9][OH:8])=[CH:11][C:12]([F:24])=[C:13]([CH:21]=1)[C:14]([O:16][C:17]([CH3:19])([CH3:20])[CH3:18])=[O:15]. Given the reactants [Si]([O:8][CH2:9][C:10]1[C:22]([Cl:23])=[CH:21][C:13]([C:14]([O:16][C:17]([CH3:20])([CH3:19])[CH3:18])=[O:15])=[C:12]([F:24])[CH:11]=1)(C(C)(C)C)(C)C.[F-].C([N+](CCCC)(CCCC)CCCC)CCC, predict the reaction product. (9) The product is: [CH3:1][C@@:2]1([C:14]([NH:15][C:16]2[CH:17]=[CH:18][C:19]([C:22]3[CH:27]=[CH:26][N:25]=[C:24]([NH:28][C:29]4[CH:34]=[CH:33][C:32]([N:35]5[CH2:40][CH2:39][O:38][CH2:37][CH2:36]5)=[CH:31][CH:30]=4)[N:23]=3)=[CH:20][CH:21]=2)=[O:41])[CH2:6][CH2:5][CH2:4][NH:3]1. Given the reactants [CH3:1][C:2]1([C:14](=[O:41])[NH:15][C:16]2[CH:21]=[CH:20][C:19]([C:22]3[CH:27]=[CH:26][N:25]=[C:24]([NH:28][C:29]4[CH:34]=[CH:33][C:32]([N:35]5[CH2:40][CH2:39][O:38][CH2:37][CH2:36]5)=[CH:31][CH:30]=4)[N:23]=3)=[CH:18][CH:17]=2)[CH2:6][CH2:5][CH2:4][N:3]1C(OC(C)(C)C)=O.Cl.O1CCOCC1, predict the reaction product.